This data is from Catalyst prediction with 721,799 reactions and 888 catalyst types from USPTO. The task is: Predict which catalyst facilitates the given reaction. (1) Reactant: [Cl:1][C:2]1[N:10]=[C:9]([Cl:11])[CH:8]=[CH:7][C:3]=1[C:4](Cl)=[O:5].[Si:12]([O:19][CH2:20][CH2:21][NH:22][CH2:23][CH:24]([C:26]1[CH:31]=[CH:30][CH:29]=[CH:28][CH:27]=1)[OH:25])([C:15]([CH3:18])([CH3:17])[CH3:16])([CH3:14])[CH3:13]. Product: [Si:12]([O:19][CH2:20][CH2:21][N:22]([CH2:23][CH:24]([OH:25])[C:26]1[CH:31]=[CH:30][CH:29]=[CH:28][CH:27]=1)[C:4](=[O:5])[C:3]1[CH:7]=[CH:8][C:9]([Cl:11])=[N:10][C:2]=1[Cl:1])([C:15]([CH3:18])([CH3:17])[CH3:16])([CH3:14])[CH3:13]. The catalyst class is: 56. (2) Reactant: C([O:3][C:4]([C:6]1[C:15]2[C:10](=[CH:11][C:12]([O:18][CH3:19])=[C:13]([O:16][CH3:17])[CH:14]=2)[C:9]([C:20](=[O:32])[C:21]2[CH:26]=[CH:25][CH:24]=[C:23]([O:27][CH2:28][C:29]([OH:31])=[O:30])[CH:22]=2)=[N:8][CH:7]=1)=[O:5])C.[OH-].[Li+]. Product: [C:29]([CH2:28][O:27][C:23]1[CH:22]=[C:21]([CH:26]=[CH:25][CH:24]=1)[C:20]([C:9]1[C:10]2[C:15](=[CH:14][C:13]([O:16][CH3:17])=[C:12]([O:18][CH3:19])[CH:11]=2)[C:6]([C:4]([OH:5])=[O:3])=[CH:7][N:8]=1)=[O:32])([OH:31])=[O:30]. The catalyst class is: 5. (3) Reactant: [CH2:1]([O:8][CH2:9][C@@H:10]([NH:19][C:20]([O:22][C:23]([CH3:26])([CH3:25])[CH3:24])=[O:21])[C:11](=[O:18])[CH2:12][C:13]([O:15][CH2:16][CH3:17])=[O:14])[C:2]1[CH:7]=[CH:6][CH:5]=[CH:4][CH:3]=1.C([O-])([O-])=O.[K+].[K+].Br[CH2:34][C:35]([C:37]1[CH:46]=[CH:45][CH:44]=[C:43]2[C:38]=1[N:39]=[C:40]([NH:48][C:49]1([CH3:52])[CH2:51][CH2:50]1)[C:41]([CH3:47])=[N:42]2)=[O:36].CN(C=O)C. Product: [CH2:1]([O:8][CH2:9][CH:10]([NH:19][C:20]([O:22][C:23]([CH3:25])([CH3:24])[CH3:26])=[O:21])[C:11](=[O:18])[CH:12]([CH2:34][C:35]([C:37]1[CH:46]=[CH:45][CH:44]=[C:43]2[C:38]=1[N:39]=[C:40]([NH:48][C:49]1([CH3:52])[CH2:51][CH2:50]1)[C:41]([CH3:47])=[N:42]2)=[O:36])[C:13]([O:15][CH2:16][CH3:17])=[O:14])[C:2]1[CH:3]=[CH:4][CH:5]=[CH:6][CH:7]=1. The catalyst class is: 625. (4) Reactant: [CH:1]1([NH:7][C:8](=[O:38])[O:9][C@H:10]2[CH2:15][CH2:14][C@H:13]([C:16]3[CH:21]=[CH:20][C:19]([O:22][Si](C(C)(C)C)(C)C)=[CH:18][C:17]=3[O:30][Si](C(C)(C)C)(C)C)[CH2:12][CH2:11]2)[CH2:6][CH2:5][CH2:4][CH2:3][CH2:2]1.[F-]. Product: [CH:1]1([NH:7][C:8](=[O:38])[O:9][C@H:10]2[CH2:11][CH2:12][C@H:13]([C:16]3[CH:21]=[CH:20][C:19]([OH:22])=[CH:18][C:17]=3[OH:30])[CH2:14][CH2:15]2)[CH2:6][CH2:5][CH2:4][CH2:3][CH2:2]1. The catalyst class is: 5. (5) Reactant: Br[CH2:2][CH2:3][O:4][C:5]1[CH:10]=[CH:9][C:8]([C:11]2[C:15]3[CH:16]=[CH:17][C:18]([F:20])=[CH:19][C:14]=3[O:13][N:12]=2)=[CH:7][CH:6]=1.[CH2:21]([NH2:28])[C:22]1[CH:27]=[CH:26][CH:25]=[CH:24][CH:23]=1.C(=O)([O-])[O-].[K+].[K+].[I-].[K+]. Product: [CH2:21]([NH:28][CH2:2][CH2:3][O:4][C:5]1[CH:10]=[CH:9][C:8]([C:11]2[C:15]3[CH:16]=[CH:17][C:18]([F:20])=[CH:19][C:14]=3[O:13][N:12]=2)=[CH:7][CH:6]=1)[C:22]1[CH:27]=[CH:26][CH:25]=[CH:24][CH:23]=1. The catalyst class is: 10. (6) Reactant: C([O:4][CH2:5][C@@H:6]1[C@@H:11]([O:12]C(=O)C)[C@H:10]([O:16]C(=O)C)[C@H:9]([O:20]C(=O)C)[C@@H:8]([CH2:24][CH2:25][CH2:26][C:27]2[CH:32]=[CH:31][C:30]([CH2:33][CH2:34][CH2:35][C@@H:36]3[C@@H:41]([O:42]C(=O)C)[C@@H:40]([O:46]C(=O)C)[C@H:39]([O:50]C(=O)C)[C@@H:38]([CH2:54][O:55]C(=O)C)[O:37]3)=[CH:29][CH:28]=2)[O:7]1)(=O)C.CO[Na]. Product: [OH:55][CH2:54][C@@H:38]1[C@@H:39]([OH:50])[C@H:40]([OH:46])[C@H:41]([OH:42])[C@@H:36]([CH2:35][CH2:34][CH2:33][C:30]2[CH:29]=[CH:28][C:27]([CH2:26][CH2:25][CH2:24][C@@H:8]3[C@@H:9]([OH:20])[C@@H:10]([OH:16])[C@H:11]([OH:12])[C@@H:6]([CH2:5][OH:4])[O:7]3)=[CH:32][CH:31]=2)[O:37]1. The catalyst class is: 5. (7) Reactant: C([O:3][C:4](=[O:25])[CH2:5][N:6]([CH2:19][C:20]([O:22]CC)=[O:21])[C:7]1[CH:12]=[C:11]([C:13]([O:15][CH2:16][CH3:17])=[O:14])[CH:10]=[CH:9][C:8]=1[CH3:18])C.[OH-].[Na+].Cl. Product: [CH2:16]([O:15][C:13]([C:11]1[CH:10]=[CH:9][C:8]([CH3:18])=[C:7]([N:6]([CH2:5][C:4]([OH:25])=[O:3])[CH2:19][C:20]([OH:22])=[O:21])[CH:12]=1)=[O:14])[CH3:17]. The catalyst class is: 199.